Dataset: Reaction yield outcomes from USPTO patents with 853,638 reactions. Task: Predict the reaction yield, written as a fraction of the theoretical maximum amount of product (1.0 means a 100% yield; for example, 0.34 means a 34% yield). The reactants are [Cl-].[Li+].C[CH:4](C)[C@H:5]([O:13][Si:14]([C:17]([CH3:20])([CH3:19])[CH3:18])([CH3:16])[CH3:15])[C:6](=[O:12])[CH2:7]P(=O)([O-])[O-].[CH:22](N(CC)C(C)C)(C)[CH3:23].C(=O)C. The catalyst is C(#N)C. The product is [Si:14]([O:13][C@H:5]([C:6](=[O:12])/[CH:7]=[CH:22]/[CH3:23])[CH3:4])([C:17]([CH3:18])([CH3:19])[CH3:20])([CH3:15])[CH3:16]. The yield is 0.520.